This data is from Forward reaction prediction with 1.9M reactions from USPTO patents (1976-2016). The task is: Predict the product of the given reaction. (1) Given the reactants [CH:1]1([CH2:4][O:5][C:6]2[CH:11]=[C:10]([O:12][CH3:13])[C:9]([F:14])=[CH:8][C:7]=2[C:15]2[C:16]3[NH:23][C:22]([CH3:24])=[C:21]([C:25]([OH:27])=O)[C:17]=3[N:18]=[CH:19][N:20]=2)[CH2:3][CH2:2]1.CCN(C(C)C)C(C)C.[NH2:37][C@H:38]([CH2:68][C:69]1[CH:74]=[CH:73][C:72]([C:75]([CH3:78])([CH3:77])[CH3:76])=[CH:71][CH:70]=1)[C:39]([N:41]1[CH2:46][CH2:45][CH:44]([N:47]2[N:56]=[C:55]([C:57]3[CH:62]=[CH:61][C:60]([O:63][CH3:64])=[C:59]([O:65][CH3:66])[CH:58]=3)[C@@H:54]3[C@@H:49]([CH2:50][CH2:51][CH2:52][CH2:53]3)[C:48]2=[O:67])[CH2:43][CH2:42]1)=[O:40].CCOC(C(C#N)=NOC(N1CCOCC1)=[N+](C)C)=O.F[P-](F)(F)(F)(F)F.C(=O)(O)[O-].[Na+], predict the reaction product. The product is: [C:75]([C:72]1[CH:73]=[CH:74][C:69]([CH2:68][C@@H:38]([NH:37][C:25]([C:21]2[C:17]3[N:18]=[CH:19][N:20]=[C:15]([C:7]4[CH:8]=[C:9]([F:14])[C:10]([O:12][CH3:13])=[CH:11][C:6]=4[O:5][CH2:4][CH:1]4[CH2:2][CH2:3]4)[C:16]=3[NH:23][C:22]=2[CH3:24])=[O:27])[C:39]([N:41]2[CH2:42][CH2:43][CH:44]([N:47]3[N:56]=[C:55]([C:57]4[CH:62]=[CH:61][C:60]([O:63][CH3:64])=[C:59]([O:65][CH3:66])[CH:58]=4)[C@@H:54]4[C@@H:49]([CH2:50][CH2:51][CH2:52][CH2:53]4)[C:48]3=[O:67])[CH2:45][CH2:46]2)=[O:40])=[CH:70][CH:71]=1)([CH3:78])([CH3:76])[CH3:77]. (2) Given the reactants [OH:1][CH2:2][CH2:3][C:4]1[CH:5]=[C:6]([CH:11]=[CH:12][CH:13]=1)[O:7][CH2:8][CH:9]=O.FC(F)(F)C(O)=O.[CH3:21][C:22]1[S:23][CH:24]=[C:25]([C:27]([N:29]2[CH2:34][C:33]3([CH2:39][CH2:38][NH:37][CH2:36][CH2:35]3)[O:32][CH2:31][CH2:30]2)=[O:28])[N:26]=1.C(O)(=O)C.C(O[BH-](OC(=O)C)OC(=O)C)(=O)C.[Na+], predict the reaction product. The product is: [OH:1][CH2:2][CH2:3][C:4]1[CH:5]=[C:6]([CH:11]=[CH:12][CH:13]=1)[O:7][CH2:8][CH2:9][N:37]1[CH2:38][CH2:39][C:33]2([O:32][CH2:31][CH2:30][N:29]([C:27]([C:25]3[N:26]=[C:22]([CH3:21])[S:23][CH:24]=3)=[O:28])[CH2:34]2)[CH2:35][CH2:36]1. (3) The product is: [Cl:21][C:14]1[CH:15]=[C:16]([C:19]#[N:20])[CH:17]=[CH:18][C:13]=1[C:5]1([C:3]([OH:4])=[O:2])[N:9]2[CH:10]=[N:11][CH:12]=[C:8]2[CH2:7][CH2:6]1. Given the reactants C[O:2][C:3]([C:5]1([C:13]2[CH:18]=[CH:17][C:16]([C:19]#[N:20])=[CH:15][C:14]=2[Cl:21])[N:9]2[CH:10]=[N:11][CH:12]=[C:8]2[CH2:7][CH2:6]1)=[O:4].Cl, predict the reaction product. (4) Given the reactants C([O:5][C:6]1[CH:11]=[CH:10][C:9]([CH2:12][CH2:13][CH2:14][CH2:15][N:16]2[CH:20]=[CH:19][N:18]=[N:17]2)=[CH:8][CH:7]=1)(C)(C)C.[OH-].[Na+], predict the reaction product. The product is: [N:16]1([CH2:15][CH2:14][CH2:13][CH2:12][C:9]2[CH:8]=[CH:7][C:6]([OH:5])=[CH:11][CH:10]=2)[CH:20]=[CH:19][N:18]=[N:17]1. (5) Given the reactants [CH3:1][C:2]1[N:3]=[CH:4][N:5]([C:7]2[CH:8]=[C:9]([NH:13][C:14]3[C:23]4[CH2:22][CH2:21][C:20]5[CH:24]=[CH:25][CH:26]=[CH:27][C:19]=5[C:18]=4[N:17]=[CH:16][N:15]=3)[CH:10]=[CH:11][CH:12]=2)[CH:6]=1.[ClH:28].C(OCC)(=O)C.C(OC(C)C)(C)C, predict the reaction product. The product is: [ClH:28].[ClH:28].[CH3:1][C:2]1[N:3]=[CH:4][N:5]([C:7]2[CH:8]=[C:9]([NH:13][C:14]3[C:23]4[CH2:22][CH2:21][C:20]5[CH:24]=[CH:25][CH:26]=[CH:27][C:19]=5[C:18]=4[N:17]=[CH:16][N:15]=3)[CH:10]=[CH:11][CH:12]=2)[CH:6]=1. (6) Given the reactants CS(O[CH:6]([C:8]1[S:12][C:11]([C:13]2[CH:18]=[CH:17][CH:16]=[CH:15][N:14]=2)=[N:10][N:9]=1)[CH3:7])(=O)=O.[Br-:19].[Li+], predict the reaction product. The product is: [Br:19][CH:6]([C:8]1[S:12][C:11]([C:13]2[CH:18]=[CH:17][CH:16]=[CH:15][N:14]=2)=[N:10][N:9]=1)[CH3:7]. (7) Given the reactants [NH2:1][C:2]1[N:7]=[C:6](S(C)=O)[C:5]([C:11]2[CH:12]=[CH:13][C:14](=[O:20])[N:15]([CH:17]([CH3:19])[CH3:18])[N:16]=2)=[C:4]([C:21]2[CH:26]=[CH:25][CH:24]=[CH:23][CH:22]=2)[N:3]=1.Cl.[NH2:28][CH2:29][C:30]([NH2:32])=[O:31].C(N(C(C)C)C(C)C)C.O, predict the reaction product. The product is: [NH2:1][C:2]1[N:7]=[C:6]([NH:28][CH2:29][C:30]([NH2:32])=[O:31])[C:5]([C:11]2[CH:12]=[CH:13][C:14](=[O:20])[N:15]([CH:17]([CH3:19])[CH3:18])[N:16]=2)=[C:4]([C:21]2[CH:26]=[CH:25][CH:24]=[CH:23][CH:22]=2)[N:3]=1.